Dataset: Forward reaction prediction with 1.9M reactions from USPTO patents (1976-2016). Task: Predict the product of the given reaction. (1) Given the reactants O.[Na].[N+:3]([CH:6]([CH:9]=O)[CH:7]=O)([O-:5])=[O:4].[NH2:11][C:12]1[N:16]([S:17]([C:20]2[CH:26]=[CH:25][C:23]([CH3:24])=[CH:22][CH:21]=2)(=[O:19])=[O:18])[N:15]=[C:14]([OH:27])[CH:13]=1, predict the reaction product. The product is: [N+:3]([C:6]1[CH:7]=[C:13]2[C:14]([OH:27])=[N:15][N:16]([S:17]([C:20]3[CH:26]=[CH:25][C:23]([CH3:24])=[CH:22][CH:21]=3)(=[O:19])=[O:18])[C:12]2=[N:11][CH:9]=1)([O-:5])=[O:4]. (2) Given the reactants [CH:1]1[CH:6]=[C:5]2[C:7]([C:9]([OH:13])(O)[C:10](=[O:11])[C:4]2=[CH:3][CH:2]=1)=[O:8].[CH3:14][O:15][C:16]1[CH:17]=[C:18]([NH:24][C:25](=[O:29])[CH:26]([CH3:28])[CH3:27])[CH:19]=[CH:20][C:21]=1[O:22][CH3:23], predict the reaction product. The product is: [OH:13][C:9]1([C:19]2[CH:20]=[C:21]([O:22][CH3:23])[C:16]([O:15][CH3:14])=[CH:17][C:18]=2[NH:24][C:25](=[O:29])[CH:26]([CH3:27])[CH3:28])[C:10](=[O:11])[C:4]2[C:5](=[CH:6][CH:1]=[CH:2][CH:3]=2)[C:7]1=[O:8]. (3) The product is: [OH:10][CH2:11][C:12]1[N:16]([CH2:17][CH2:18][CH3:19])[CH:15]=[N:14][CH:13]=1. Given the reactants [N+]([O-])(O)=O.[N+]([O-])([O-])=O.[Na+].[OH:10][CH2:11][C:12]1[N:16]([CH2:17][CH2:18][CH3:19])[C:15](S)=[N:14][CH:13]=1.C(=O)([O-])[O-].[K+].[K+], predict the reaction product. (4) Given the reactants [Br:1][C:2]1[CH:3]=[C:4]2[C:9](=[CH:10][CH:11]=1)[N:8]=[CH:7][C:6]([C:12]([CH:14]1[CH2:16][CH2:15]1)=[O:13])=[C:5]2Cl.[CH2:18]1[C:22]2([CH2:27][CH2:26][NH:25][CH2:24][CH2:23]2)[CH2:21][CH2:20][N:19]1[C:28]([O:30][C:31]([CH3:34])([CH3:33])[CH3:32])=[O:29], predict the reaction product. The product is: [Br:1][C:2]1[CH:3]=[C:4]2[C:9](=[CH:10][CH:11]=1)[N:8]=[CH:7][C:6]([C:12]([CH:14]1[CH2:16][CH2:15]1)=[O:13])=[C:5]2[N:25]1[CH2:26][CH2:27][C:22]2([CH2:18][N:19]([C:28]([O:30][C:31]([CH3:32])([CH3:33])[CH3:34])=[O:29])[CH2:20][CH2:21]2)[CH2:23][CH2:24]1. (5) Given the reactants [CH2:1](OCC)C.[OH-].[K+].CN(N=O)/C(/N)=N/[N+]([O-])=O.[O:18]=[C:19]([CH3:27])[CH2:20][CH2:21][CH2:22][CH2:23][C:24]([OH:26])=[O:25], predict the reaction product. The product is: [CH3:1][O:25][C:24](=[O:26])[CH2:23][CH2:22][CH2:21][CH2:20][C:19](=[O:18])[CH3:27].